From a dataset of Reaction yield outcomes from USPTO patents with 853,638 reactions. Predict the reaction yield, written as a fraction of the theoretical maximum amount of product (1.0 means a 100% yield; for example, 0.34 means a 34% yield). (1) The reactants are [CH3:1][CH:2]([C:6]1[C:10]([CH2:11][CH2:12][C:13](OCC)=[O:14])=[CH:9][N:8]([C:18]2[CH:23]=[CH:22][C:21]([C:24]([F:27])([F:26])[F:25])=[CH:20][N:19]=2)[N:7]=1)[CH2:3][CH2:4][CH3:5].[H-].C([Al+]CC(C)C)C(C)C.Cl. The catalyst is O1CCCC1.CCCCCC. The product is [CH3:1][CH:2]([C:6]1[C:10]([CH2:11][CH2:12][CH2:13][OH:14])=[CH:9][N:8]([C:18]2[CH:23]=[CH:22][C:21]([C:24]([F:27])([F:26])[F:25])=[CH:20][N:19]=2)[N:7]=1)[CH2:3][CH2:4][CH3:5]. The yield is 0.920. (2) The reactants are Cl[C:2]1[N:7]=[N:6][C:5]([C:8]([O:10][CH3:11])=[O:9])=[CH:4][CH:3]=1.[F:12][C:13]1[CH:18]=[CH:17][C:16]([C:19]([CH3:23])([CH3:22])[CH2:20][NH2:21])=[CH:15][CH:14]=1.C(=O)([O-])[O-].[K+].[K+]. The catalyst is C(O)(C)C. The product is [F:12][C:13]1[CH:14]=[CH:15][C:16]([C:19]([CH3:23])([CH3:22])[CH2:20][NH:21][C:2]2[N:7]=[N:6][C:5]([C:8]([O:10][CH3:11])=[O:9])=[CH:4][CH:3]=2)=[CH:17][CH:18]=1. The yield is 0.430. (3) The reactants are Cl.C(O[C:5]([C:7]1[CH:8]=[C:9]2[C:13](=[CH:14][CH:15]=1)[NH:12][N:11]=[C:10]2[C:16]1[CH:21]=[CH:20][C:19]([F:22])=[CH:18][CH:17]=1)=[NH:6])C.C(N(CC)CC)C.[Cl:30][C:31]1[CH:40]=[CH:39][C:34]([C:35]([NH:37][NH2:38])=O)=[CH:33][CH:32]=1. The catalyst is C(O)C. The product is [Cl:30][C:31]1[CH:40]=[CH:39][C:34]([C:35]2[NH:6][C:5]([C:7]3[CH:8]=[C:9]4[C:13](=[CH:14][CH:15]=3)[NH:12][N:11]=[C:10]4[C:16]3[CH:21]=[CH:20][C:19]([F:22])=[CH:18][CH:17]=3)=[N:38][N:37]=2)=[CH:33][CH:32]=1. The yield is 0.190.